This data is from Forward reaction prediction with 1.9M reactions from USPTO patents (1976-2016). The task is: Predict the product of the given reaction. (1) The product is: [NH2:2][CH2:1][C:3]1[CH:4]=[C:5]([NH:9][C:10]([CH:12]2[CH2:14][CH2:13]2)=[O:11])[CH:6]=[CH:7][CH:8]=1. Given the reactants [C:1]([C:3]1[CH:4]=[C:5]([NH:9][C:10]([CH:12]2[CH2:14][CH2:13]2)=[O:11])[CH:6]=[CH:7][CH:8]=1)#[N:2].[H][H], predict the reaction product. (2) Given the reactants [CH:1](=[O:8])[C:2]1[CH:7]=[CH:6][CH:5]=[CH:4][CH:3]=1.[C-]#N.[Na+].[C:12]1(/[CH:18]=[CH:19]/[C:20](=[O:22])[CH3:21])[CH:17]=[CH:16][CH:15]=[CH:14][CH:13]=1, predict the reaction product. The product is: [C:2]1([C:1](=[O:8])[CH:18]([C:12]2[CH:17]=[CH:16][CH:15]=[CH:14][CH:13]=2)[CH2:19][C:20](=[O:22])[CH3:21])[CH:7]=[CH:6][CH:5]=[CH:4][CH:3]=1. (3) Given the reactants Br[C:2]1[CH:3]=[CH:4][C:5]([NH:8][C:9]2[CH:14]=[CH:13][C:12]([F:15])=[CH:11][C:10]=2[F:16])=[N:6][CH:7]=1.[Li]CCCC.[Br:22][C:23]1[CH:24]=[CH:25][C:26]([Cl:31])=[C:27]([CH:30]=1)[CH:28]=[O:29], predict the reaction product. The product is: [Br:22][C:23]1[CH:24]=[CH:25][C:26]([Cl:31])=[C:27]([CH:28]([C:2]2[CH:7]=[N:6][C:5]([NH:8][C:9]3[CH:14]=[CH:13][C:12]([F:15])=[CH:11][C:10]=3[F:16])=[CH:4][CH:3]=2)[OH:29])[CH:30]=1.